This data is from Forward reaction prediction with 1.9M reactions from USPTO patents (1976-2016). The task is: Predict the product of the given reaction. The product is: [F:7][CH2:6][CH:5]([OH:8])[CH2:4][N:1]1[CH:11]=[C:10]([CH2:9][N:12]2[CH:16]=[CH:15][N:14]=[C:13]2[N+:17]([O-:19])=[O:18])[N:3]=[N:2]1. Given the reactants [N:1]([CH2:4][CH:5]([OH:8])[CH2:6][F:7])=[N+:2]=[N-:3].[C:9]([N:12]1[CH:16]=[CH:15][N:14]=[C:13]1[N+:17]([O-:19])=[O:18])#[C:10][CH3:11].C1COCC1.O=C1O[C@H]([C@H](CO)O)C([O-])=C1O.[Na+], predict the reaction product.